From a dataset of Reaction yield outcomes from USPTO patents with 853,638 reactions. Predict the reaction yield, written as a fraction of the theoretical maximum amount of product (1.0 means a 100% yield; for example, 0.34 means a 34% yield). (1) The reactants are [C:1]([C:5]1[NH:6][C:7]2[C:12]([CH:13]=1)=[CH:11][C:10]([N+:14]([O-])=O)=[CH:9][C:8]=2[F:17])([CH3:4])([CH3:3])[CH3:2]. The catalyst is CO.[Ni]. The product is [C:1]([C:5]1[NH:6][C:7]2[C:12]([CH:13]=1)=[CH:11][C:10]([NH2:14])=[CH:9][C:8]=2[F:17])([CH3:4])([CH3:2])[CH3:3]. The yield is 0.240. (2) The reactants are [CH:1]1[CH:6]=[C:5]2[C:7](Br)=[CH:8][S:9][C:4]2=[CH:3][CH:2]=1.CN([CH:14]=[O:15])C.C[CH2:17][O:18]CC. The yield is 0.600. The product is [S:9]1[C:4]2[CH:3]=[CH:2][CH:1]=[CH:6][C:5]=2[C:7]([CH:17]=[O:18])=[C:8]1[CH:14]=[O:15]. No catalyst specified. (3) The reactants are [NH2:1][CH:2]1[CH2:7][CH2:6][N:5]([CH2:8][CH2:9][N:10]2[C:15]3[CH:16]=[C:17]([S:20]([CH3:23])(=[O:22])=[O:21])[CH:18]=[CH:19][C:14]=3[O:13][CH2:12][C:11]2=[O:24])[CH2:4][CH2:3]1.[O:25]=[C:26]1[CH2:31][O:30][C:29]2[CH:32]=[CH:33][C:34]([CH:36]=O)=[N:35][C:28]=2[NH:27]1.C([BH3-])#N.[Na+]. No catalyst specified. The product is [CH3:23][S:20]([C:17]1[CH:18]=[CH:19][C:14]2[O:13][CH2:12][C:11](=[O:24])[N:10]([CH2:9][CH2:8][N:5]3[CH2:6][CH2:7][CH:2]([NH:1][CH2:36][C:34]4[CH:33]=[CH:32][C:29]5[O:30][CH2:31][C:26](=[O:25])[NH:27][C:28]=5[N:35]=4)[CH2:3][CH2:4]3)[C:15]=2[CH:16]=1)(=[O:22])=[O:21]. The yield is 0.0800.